From a dataset of Forward reaction prediction with 1.9M reactions from USPTO patents (1976-2016). Predict the product of the given reaction. Given the reactants [Br:1][C:2]1[CH:3]=[C:4]2[C:8](=[CH:9][C:10]=1[N+:11]([O-:13])=[O:12])[N:7]([C:14]([C:27]1[CH:32]=[CH:31][CH:30]=[CH:29][CH:28]=1)([C:21]1[CH:26]=[CH:25][CH:24]=[CH:23][CH:22]=1)[C:15]1[CH:20]=[CH:19][CH:18]=[CH:17][CH:16]=1)[N:6]=[C:5]2I.[CH3:34][N:35]1[CH:39]=[C:38](B2OC(C)(C)C(C)(C)O2)[CH:37]=[N:36]1.C(=O)([O-])[O-].[Cs+].[Cs+], predict the reaction product. The product is: [Br:1][C:2]1[CH:3]=[C:4]2[C:8](=[CH:9][C:10]=1[N+:11]([O-:13])=[O:12])[N:7]([C:14]([C:27]1[CH:32]=[CH:31][CH:30]=[CH:29][CH:28]=1)([C:21]1[CH:26]=[CH:25][CH:24]=[CH:23][CH:22]=1)[C:15]1[CH:20]=[CH:19][CH:18]=[CH:17][CH:16]=1)[N:6]=[C:5]2[C:38]1[CH:37]=[N:36][N:35]([CH3:34])[CH:39]=1.